From a dataset of Reaction yield outcomes from USPTO patents with 853,638 reactions. Predict the reaction yield, written as a fraction of the theoretical maximum amount of product (1.0 means a 100% yield; for example, 0.34 means a 34% yield). (1) The catalyst is CC#N. The yield is 0.458. The reactants are [N:1]12[CH2:8][CH2:7][C:4]([C:9]([C:17]3[CH:22]=[CH:21][CH:20]=[CH:19][CH:18]=3)([C:11]3[CH:16]=[CH:15][CH:14]=[CH:13][CH:12]=3)[OH:10])([CH2:5][CH2:6]1)[CH2:3][CH2:2]2.[Br:23][CH2:24][CH2:25][CH2:26][CH2:27][CH2:28][CH2:29][CH2:30][CH2:31][CH3:32]. The product is [Br-:23].[OH:10][C:9]([C:17]1[CH:22]=[CH:21][CH:20]=[CH:19][CH:18]=1)([C:11]1[CH:12]=[CH:13][CH:14]=[CH:15][CH:16]=1)[C:4]12[CH2:5][CH2:6][N+:1]([CH2:24][CH2:25][CH2:26][CH2:27][CH2:28][CH2:29][CH2:30][CH2:31][CH3:32])([CH2:2][CH2:3]1)[CH2:8][CH2:7]2. (2) The reactants are [F:1][C:2]([F:35])([F:34])[CH:3]([C:25]1[CH:30]=[C:29](Cl)[C:28]([Cl:32])=C(Cl)[CH:26]=1)/[CH:4]=[CH:5]/[C:6]1[CH:20]=[CH:19][C:9]([C:10]([NH:12][C:13]2([C:16]([OH:18])=O)[CH2:15][CH2:14]2)=[O:11])=[C:8]([C:21]([F:24])([F:23])[F:22])[CH:7]=1.CCN=C=NCCCN(C)C.[ClH:47].Cl[CH2:49][Cl:50]. No catalyst specified. The product is [F:34][C:2]([F:1])([F:35])[CH:3]([C:25]1[CH:30]=[C:29]([Cl:47])[C:28]([Cl:32])=[C:49]([Cl:50])[CH:26]=1)/[CH:4]=[CH:5]/[C:6]1[CH:20]=[CH:19][C:9]([C:10]2[O:11][C:16](=[O:18])[C:13]3([CH2:15][CH2:14]3)[N:12]=2)=[C:8]([C:21]([F:24])([F:23])[F:22])[CH:7]=1. The yield is 0.730.